From a dataset of Reaction yield outcomes from USPTO patents with 853,638 reactions. Predict the reaction yield, written as a fraction of the theoretical maximum amount of product (1.0 means a 100% yield; for example, 0.34 means a 34% yield). (1) The reactants are [NH2:1][C@@H:2]([CH3:18])[CH2:3][N:4]1[CH:8]=[CH:7][C:6]([C:9]2[CH:16]=[CH:15][C:12]([C:13]#[N:14])=[C:11]([Cl:17])[CH:10]=2)=[N:5]1.[N:19]1([CH2:24][C:25]2[S:29][C:28]([C:30](O)=[O:31])=[N:27][CH:26]=2)[CH:23]=[CH:22][N:21]=[CH:20]1. No catalyst specified. The product is [N:19]1([CH2:24][C:25]2[S:29][C:28]([C:30]([NH:1][C@@H:2]([CH3:18])[CH2:3][N:4]3[CH:8]=[CH:7][C:6]([C:9]4[CH:16]=[CH:15][C:12]([C:13]#[N:14])=[C:11]([Cl:17])[CH:10]=4)=[N:5]3)=[O:31])=[N:27][CH:26]=2)[CH:23]=[CH:22][N:21]=[CH:20]1. The yield is 0.0500. (2) The reactants are [N+:1]([C:4]1[C:5]([C:11]2[CH:16]=[CH:15][N:14]=[CH:13][CH:12]=2)=[N:6][CH:7]=[CH:8][C:9]=1[NH2:10])([O-])=O.[NH4+].[Cl-]. The catalyst is CO.[Fe]. The product is [N:6]1[CH:7]=[CH:8][C:9]([NH2:10])=[C:4]([NH2:1])[C:5]=1[C:11]1[CH:16]=[CH:15][N:14]=[CH:13][CH:12]=1. The yield is 0.871. (3) The reactants are Cl[C:2]1[N:7]=[CH:6][C:5]([C:8]2[N:12]([CH3:13])[N:11]=[C:10]([C:14]([NH:16][C:17]3[C:22]([F:23])=[CH:21][CH:20]=[CH:19][C:18]=3[F:24])=[O:15])[CH:9]=2)=[C:4]([O:25][CH3:26])[CH:3]=1.[OH-].[K+].Cl.C([O-])(O)=[O:31].[Na+]. The catalyst is O1CCOCC1.[Pd+2].C(P(C(C)(C)C)C1C=CC=CC=1C1C(C(C)C)=CC(C(C)C)=CC=1C(C)C)(C)(C)C.O. The product is [F:24][C:18]1[CH:19]=[CH:20][CH:21]=[C:22]([F:23])[C:17]=1[NH:16][C:14]([C:10]1[CH:9]=[C:8]([C:5]2[CH:6]=[N:7][C:2]([OH:31])=[CH:3][C:4]=2[O:25][CH3:26])[N:12]([CH3:13])[N:11]=1)=[O:15]. The yield is 0.350. (4) The reactants are C([BH3-])#N.[Na+].[CH:5](=O)[CH2:6][CH2:7][CH2:8][CH2:9][CH2:10][CH2:11][CH3:12].[NH2:14][C:15]1[CH:20]=[CH:19][C:18]([C:21]2[CH:26]=[CH:25][C:24]([NH:27][C:28]([C:30]3[CH:35]=[C:34]([N+:36]([O-:38])=[O:37])[CH:33]=[CH:32][C:31]=3[Cl:39])=[O:29])=[CH:23][CH:22]=2)=[CH:17][CH:16]=1. The catalyst is CO. The product is [CH2:5]([NH:14][C:15]1[CH:16]=[CH:17][C:18]([C:21]2[CH:22]=[CH:23][C:24]([NH:27][C:28]([C:30]3[CH:35]=[C:34]([N+:36]([O-:38])=[O:37])[CH:33]=[CH:32][C:31]=3[Cl:39])=[O:29])=[CH:25][CH:26]=2)=[CH:19][CH:20]=1)[CH2:6][CH2:7][CH2:8][CH2:9][CH2:10][CH2:11][CH3:12]. The yield is 0.610.